Dataset: Full USPTO retrosynthesis dataset with 1.9M reactions from patents (1976-2016). Task: Predict the reactants needed to synthesize the given product. (1) Given the product [O:34]([CH2:41][CH2:42][O:23][C:22]([C:21]1[N:12]([N:11]([C:9]([O:8][CH2:1][C:2]2[CH:7]=[CH:6][CH:5]=[CH:4][CH:3]=2)=[O:10])[CH3:33])[C:13](=[O:32])[C:14]2[C:19]([C:20]=1[C:25]1[CH:30]=[CH:29][CH:28]=[CH:27][CH:26]=1)=[CH:18][C:17]([Cl:31])=[CH:16][CH:15]=2)=[O:24])[C:35]1[CH:40]=[CH:39][CH:38]=[CH:37][CH:36]=1, predict the reactants needed to synthesize it. The reactants are: [CH2:1]([O:8][C:9]([N:11]([CH3:33])[N:12]1[C:21]([C:22]([OH:24])=[O:23])=[C:20]([C:25]2[CH:30]=[CH:29][CH:28]=[CH:27][CH:26]=2)[C:19]2[C:14](=[CH:15][CH:16]=[C:17]([Cl:31])[CH:18]=2)[C:13]1=[O:32])=[O:10])[C:2]1[CH:7]=[CH:6][CH:5]=[CH:4][CH:3]=1.[O:34]([CH2:41][CH2:42]O)[C:35]1[CH:40]=[CH:39][CH:38]=[CH:37][CH:36]=1. (2) Given the product [Br:3][C:4]1[CH:13]=[CH:12][C:11]2[C:6](=[CH:7][CH:8]=[C:9]([CH2:14][O:15][CH3:18])[CH:10]=2)[CH:5]=1, predict the reactants needed to synthesize it. The reactants are: IC.[Br:3][C:4]1[CH:5]=[C:6]2[C:11](=[CH:12][CH:13]=1)[CH:10]=[C:9]([CH2:14][OH:15])[CH:8]=[CH:7]2.[H-].[Na+].[CH3:18]N(C=O)C. (3) Given the product [C:1]([NH:4][C:5]1[CH:14]=[C:13]([NH:15][CH2:16][CH2:17][NH:18][CH3:19])[CH:12]=[CH:11][C:6]=1[C:7]([O:9][CH3:10])=[O:8])(=[O:3])[CH3:2], predict the reactants needed to synthesize it. The reactants are: [C:1]([NH:4][C:5]1[CH:14]=[C:13]([NH:15][CH2:16][CH2:17][N:18](C(OC(C)(C)C)=O)[CH3:19])[CH:12]=[CH:11][C:6]=1[C:7]([O:9][CH3:10])=[O:8])(=[O:3])[CH3:2].C(O)(C(F)(F)F)=O. (4) The reactants are: O.[OH-].[Li+].[N:4]1[CH:9]=[CH:8][CH:7]=[CH:6][C:5]=1[NH:10][C:11]1[O:15][C:14]([C:16]([NH:18][C:19]2[CH:24]=[CH:23][C:22]([C@H:25]3[CH2:30][CH2:29][C@H:28]([CH2:31][C:32]([O:34]C)=[O:33])[CH2:27][CH2:26]3)=[CH:21][CH:20]=2)=[O:17])=[N:13][N:12]=1. Given the product [N:4]1[CH:9]=[CH:8][CH:7]=[CH:6][C:5]=1[NH:10][C:11]1[O:15][C:14]([C:16]([NH:18][C:19]2[CH:20]=[CH:21][C:22]([C@H:25]3[CH2:26][CH2:27][C@H:28]([CH2:31][C:32]([OH:34])=[O:33])[CH2:29][CH2:30]3)=[CH:23][CH:24]=2)=[O:17])=[N:13][N:12]=1, predict the reactants needed to synthesize it. (5) Given the product [CH3:10][N:7]1[C:6]2[CH:11]=[CH:12][C:3]([OH:2])=[CH:4][C:5]=2[N:9]=[CH:8]1, predict the reactants needed to synthesize it. The reactants are: C[O:2][C:3]1[CH:12]=[CH:11][C:6]2[N:7]([CH3:10])[CH:8]=[N:9][C:5]=2[CH:4]=1.B(Br)(Br)Br. (6) Given the product [OH:19][CH2:16][C:17]#[C:18][C:2]1[CH:3]=[C:4]([NH:8][C:9](=[O:15])[O:10][C:11]([CH3:14])([CH3:13])[CH3:12])[CH:5]=[N:6][CH:7]=1, predict the reactants needed to synthesize it. The reactants are: Br[C:2]1[CH:3]=[C:4]([NH:8][C:9](=[O:15])[O:10][C:11]([CH3:14])([CH3:13])[CH3:12])[CH:5]=[N:6][CH:7]=1.[CH2:16]([OH:19])[C:17]#[CH:18].C(=O)([O-])[O-].[K+].[K+].